Dataset: Forward reaction prediction with 1.9M reactions from USPTO patents (1976-2016). Task: Predict the product of the given reaction. Given the reactants Cl.[Cl:2][C:3]1[CH:8]=[CH:7][CH:6]=[CH:5][C:4]=1[NH:9][C:10](=[O:13])[NH:11][NH2:12].[O:14]=[C:15]1[C:23](=O)[C:22]2[C:17](=[CH:18][CH:19]=[C:20]([S:25][CH2:26][CH2:27][CH2:28][C:29]3[CH:37]=[CH:36][C:32]([C:33]([OH:35])=[O:34])=[CH:31][CH:30]=3)[CH:21]=2)[N:16]1[CH2:38][CH2:39][CH3:40], predict the reaction product. The product is: [Cl:2][C:3]1[CH:8]=[CH:7][CH:6]=[CH:5][C:4]=1[NH:9][C:10]([NH:11][N:12]=[C:23]1[C:22]2[C:17](=[CH:18][CH:19]=[C:20]([S:25][CH2:26][CH2:27][CH2:28][C:29]3[CH:30]=[CH:31][C:32]([C:33]([OH:35])=[O:34])=[CH:36][CH:37]=3)[CH:21]=2)[N:16]([CH2:38][CH2:39][CH3:40])[C:15]1=[O:14])=[O:13].